Dataset: Full USPTO retrosynthesis dataset with 1.9M reactions from patents (1976-2016). Task: Predict the reactants needed to synthesize the given product. (1) Given the product [Cl:28][CH2:27][CH2:26][O:24][C:14]1[CH:15]=[C:16]([C:19]([NH:21][CH2:22][CH3:23])=[O:20])[CH:17]=[CH:18][C:13]=1[N:10]1[C:11]([CH3:12])=[C:7]([C:5]([NH:4][CH:1]2[CH2:3][CH2:2]2)=[O:6])[N:8]=[N:9]1, predict the reactants needed to synthesize it. The reactants are: [CH:1]1([NH:4][C:5]([C:7]2[N:8]=[N:9][N:10]([C:13]3[CH:18]=[CH:17][C:16]([C:19]([NH:21][CH2:22][CH3:23])=[O:20])=[CH:15][C:14]=3[OH:24])[C:11]=2[CH3:12])=[O:6])[CH2:3][CH2:2]1.Br[CH2:26][CH2:27][Cl:28]. (2) Given the product [OH:35][CH2:34][C@@H:33]([NH:32][C:21]([C:20]1[C:14]2[C:15](=[N:16][CH:17]=[C:12]([C:6]3[C:5]4[C:9](=[CH:10][C:2]([Cl:1])=[CH:3][CH:4]=4)[N:8]([CH3:11])[N:7]=3)[N:13]=2)[N:18]([CH2:24][O:25][CH2:26][CH2:27][Si:28]([CH3:29])([CH3:31])[CH3:30])[CH:19]=1)=[O:22])[CH3:36], predict the reactants needed to synthesize it. The reactants are: [Cl:1][C:2]1[CH:10]=[C:9]2[C:5]([C:6]([C:12]3[N:13]=[C:14]4[C:20]([C:21](O)=[O:22])=[CH:19][N:18]([CH2:24][O:25][CH2:26][CH2:27][Si:28]([CH3:31])([CH3:30])[CH3:29])[C:15]4=[N:16][CH:17]=3)=[N:7][N:8]2[CH3:11])=[CH:4][CH:3]=1.[NH2:32][C@@H:33]([CH3:36])[CH2:34][OH:35].CN(C(ON1N=NC2C=CC=CC1=2)=[N+](C)C)C.F[P-](F)(F)(F)(F)F.C1C=CC2N(O)N=NC=2C=1.C(N(CC)C(C)C)(C)C.